This data is from Peptide-MHC class II binding affinity with 134,281 pairs from IEDB. The task is: Regression. Given a peptide amino acid sequence and an MHC pseudo amino acid sequence, predict their binding affinity value. This is MHC class II binding data. (1) The peptide sequence is AFKVSATAANAAPAN. The MHC is HLA-DPA10201-DPB11401 with pseudo-sequence HLA-DPA10201-DPB11401. The binding affinity (normalized) is 0.763. (2) The peptide sequence is YLILKNLTGLVSTGS. The MHC is DRB1_0101 with pseudo-sequence DRB1_0101. The binding affinity (normalized) is 1.00.